From a dataset of Reaction yield outcomes from USPTO patents with 853,638 reactions. Predict the reaction yield, written as a fraction of the theoretical maximum amount of product (1.0 means a 100% yield; for example, 0.34 means a 34% yield). (1) The reactants are Br[C:2]1[CH:3]=[N:4][CH:5]=[C:6]2[C:11]=1[N:10]=[C:9]([C:12]([NH:14][CH2:15][C:16]1[CH:21]=[CH:20][N:19]=[CH:18][CH:17]=1)=[O:13])[CH:8]=[CH:7]2.[Cl:22][C:23]1[CH:28]=[CH:27][C:26](B(O)O)=[CH:25][CH:24]=1.C(=O)([O-])[O-].[Cs+].[Cs+]. The catalyst is O1CCOCC1.O.C1(P([C-]2C=CC=C2)C2C=CC=CC=2)C=CC=CC=1.[C-]1(P(C2C=CC=CC=2)C2C=CC=CC=2)C=CC=C1.[Fe+2].[Pd](Cl)Cl. The product is [Cl:22][C:23]1[CH:28]=[CH:27][C:26]([C:2]2[CH:3]=[N:4][CH:5]=[C:6]3[C:11]=2[N:10]=[C:9]([C:12]([NH:14][CH2:15][C:16]2[CH:21]=[CH:20][N:19]=[CH:18][CH:17]=2)=[O:13])[CH:8]=[CH:7]3)=[CH:25][CH:24]=1. The yield is 0.780. (2) The reactants are [CH2:1]([C:3]1[CH:11]=[CH:10][C:6]([C:7]([OH:9])=[O:8])=[CH:5][CH:4]=1)[CH3:2].[N+:12]([O-])([OH:14])=[O:13]. The catalyst is S(=O)(=O)(O)O. The product is [CH2:1]([C:3]1[CH:11]=[CH:10][C:6]([C:7]([OH:9])=[O:8])=[CH:5][C:4]=1[N+:12]([O-:14])=[O:13])[CH3:2]. The yield is 0.960. (3) The reactants are Br[C:2]1[CH:3]=[N:4][N:5]([CH2:10][C:11]([O:13][CH2:14][CH3:15])=[O:12])[C:6](=[O:9])[C:7]=1[Br:8].[CH2:16]([O:18][C:19]1[CH:20]=[C:21]([CH:24]=[CH:25][C:26]=1[O:27][CH3:28])[CH2:22][NH2:23])C.[CH2:29](N(CC)CC)C.C(OCC)(=O)C. The catalyst is O1CCOCC1.O. The product is [Br:8][C:7]1[C:6](=[O:9])[N:5]([CH2:10][C:11]([O:13][CH2:14][CH3:15])=[O:12])[N:4]=[CH:3][C:2]=1[NH:23][CH2:22][C:21]1[CH:24]=[CH:25][C:26]([O:27][CH2:28][CH3:29])=[C:19]([O:18][CH3:16])[CH:20]=1. The yield is 0.980. (4) The reactants are [Cl-].COC[P+]([C:8]1[CH:9]=[CH:10]C=[CH:6][CH:7]=1)([C:8]1[CH:9]=[CH:10]C=[CH:6][CH:7]=1)[C:6]1C=[CH:10][CH:9]=[CH:8][CH:7]=1.[H-].[Na+].C(O[C:34]1[CH:39]=[CH:38][C:37]([CH:40]2[CH2:45][CH2:44][C:43](=O)[CH2:42][CH2:41]2)=[CH:36][CH:35]=1)C1C=CC=CC=1.[Cl-].[NH4+:48].[C:49]([O:52][CH2:53]C)(=[O:51])[CH3:50]. The catalyst is C1COCC1. The product is [NH2:48][C:34]1[CH:35]=[CH:36][C:37]([CH:40]2[CH2:41][CH2:42][C:43]3([CH2:10][CH2:9][CH:8]([CH2:50][C:49]([O:52][CH3:53])=[O:51])[CH2:7][CH2:6]3)[CH2:44][CH2:45]2)=[CH:38][CH:39]=1. The yield is 0.663.